This data is from Full USPTO retrosynthesis dataset with 1.9M reactions from patents (1976-2016). The task is: Predict the reactants needed to synthesize the given product. (1) The reactants are: [CH3:1][S:2][CH2:3][CH2:4][C:5]1[N:6]([CH2:10][CH2:11][CH2:12][CH2:13][C:14]2[CH:19]=[CH:18][C:17]([O:20]C(C)(C)C)=[CH:16][CH:15]=2)[CH:7]=[CH:8][N:9]=1.[OH-].[Na+]. Given the product [CH3:1][S:2][CH2:3][CH2:4][C:5]1[N:6]([CH2:10][CH2:11][CH2:12][CH2:13][C:14]2[CH:19]=[CH:18][C:17]([OH:20])=[CH:16][CH:15]=2)[CH:7]=[CH:8][N:9]=1, predict the reactants needed to synthesize it. (2) Given the product [OH:33][C:21]1[CH:20]=[C:19]([C:15]2[O:16][C:17]3[C:12]([C:13](=[O:51])[C:14]=2[O:41][CH2:42][P:43](=[O:50])([O:47][CH2:48][CH3:49])[O:44][CH2:45][CH3:46])=[CH:11][CH:10]=[C:9]([OH:8])[CH:18]=3)[CH:24]=[CH:23][C:22]=1[OH:25], predict the reactants needed to synthesize it. The reactants are: C([O:8][C:9]1[CH:18]=[C:17]2[C:12]([C:13](=[O:51])[C:14]([O:41][CH2:42][P:43](=[O:50])([O:47][CH2:48][CH3:49])[O:44][CH2:45][CH3:46])=[C:15]([C:19]3[CH:24]=[CH:23][C:22]([O:25]CC4C=CC=CC=4)=[C:21]([O:33]CC4C=CC=CC=4)[CH:20]=3)[O:16]2)=[CH:11][CH:10]=1)C1C=CC=CC=1. (3) Given the product [Cl:1][C:2]1[C:3]([O:11][CH2:12][O:13][CH3:14])=[CH:4][C:5]2[O:10][C:16]([C:17](=[O:19])[CH3:18])=[CH:7][C:6]=2[CH:9]=1, predict the reactants needed to synthesize it. The reactants are: [Cl:1][C:2]1[C:3]([O:11][CH2:12][O:13][CH3:14])=[CH:4][C:5]([OH:10])=[C:6]([CH:9]=1)[CH:7]=O.Br[CH2:16][C:17](=[O:19])[CH3:18].C(=O)([O-])[O-].[K+].[K+]. (4) Given the product [CH2:1]([O:3][C:4]([N:6]1[CH2:11][CH2:10][CH:9]([C:12]2[C:20]3[C:15](=[CH:16][CH:17]=[C:18]([O:21][CH3:22])[CH:19]=3)[N:14]([CH2:24][C:25]3[S:26][CH:27]=[CH:28][CH:29]=3)[CH:13]=2)[CH2:8][CH2:7]1)=[O:5])[CH3:2], predict the reactants needed to synthesize it. The reactants are: [CH2:1]([O:3][C:4]([N:6]1[CH2:11][CH2:10][CH:9]([C:12]2[C:20]3[C:15](=[CH:16][CH:17]=[C:18]([O:21][CH3:22])[CH:19]=3)[NH:14][CH:13]=2)[CH2:8][CH2:7]1)=[O:5])[CH3:2].Br[CH2:24][C:25]1[S:26][CH:27]=[CH:28][CH:29]=1. (5) Given the product [CH2:10]([N:17]1[CH2:22][CH2:21][C:20]([C:3]2[CH:8]=[CH:7][CH:6]=[C:5]([F:9])[CH:4]=2)([OH:23])[CH2:19][CH2:18]1)[C:11]1[CH:12]=[CH:13][CH:14]=[CH:15][CH:16]=1, predict the reactants needed to synthesize it. The reactants are: [Mg].Br[C:3]1[CH:8]=[CH:7][CH:6]=[C:5]([F:9])[CH:4]=1.[CH2:10]([N:17]1[CH2:22][CH2:21][C:20](=[O:23])[CH2:19][CH2:18]1)[C:11]1[CH:16]=[CH:15][CH:14]=[CH:13][CH:12]=1. (6) Given the product [C:23]([NH:1][C:2]1[S:3][C:4]2[CH2:14][CH2:13][C:12]3[C:7](=[CH:8][CH:9]=[C:10]([O:15][CH3:16])[CH:11]=3)[C:5]=2[N:6]=1)(=[O:22])[CH:24]([CH3:26])[OH:25], predict the reactants needed to synthesize it. The reactants are: [NH2:1][C:2]1[S:3][C:4]2[CH2:14][CH2:13][C:12]3[C:7](=[CH:8][CH:9]=[C:10]([O:15][CH3:16])[CH:11]=3)[C:5]=2[N:6]=1.C([Si](C1C=CC=CC=1)(C1C=CC=CC=1)[O:22][C:23](=O)[C@H:24]([CH3:26])[OH:25])(C)(C)C.CN(C(ON1N=NC2C=CC=CC1=2)=[N+](C)C)C.F[P-](F)(F)(F)(F)F.C(N(CC)CC)(C)C. (7) The reactants are: Cl.[Cl:2][C:3]1[CH:4]=[C:5]([CH:18]=[CH:19][C:20]=1[F:21])[NH:6][C:7]1[C:16]2[C:11](=[CH:12][CH:13]=[CH:14][C:15]=2F)[N:10]=[CH:9][N:8]=1.[C:22]([O:26][C:27]([N:29]1[CH2:32][CH:31]([OH:33])[CH2:30]1)=[O:28])([CH3:25])([CH3:24])[CH3:23]. Given the product [C:22]([O:26][C:27]([N:29]1[CH2:32][CH:31]([O:33][C:15]2[CH:14]=[CH:13][CH:12]=[C:11]3[C:16]=2[C:7]([NH:6][C:5]2[CH:18]=[CH:19][C:20]([F:21])=[C:3]([Cl:2])[CH:4]=2)=[N:8][CH:9]=[N:10]3)[CH2:30]1)=[O:28])([CH3:25])([CH3:23])[CH3:24], predict the reactants needed to synthesize it.